This data is from Reaction yield outcomes from USPTO patents with 853,638 reactions. The task is: Predict the reaction yield, written as a fraction of the theoretical maximum amount of product (1.0 means a 100% yield; for example, 0.34 means a 34% yield). The reactants are C[O:2][C:3](=O)[C:4]1[CH:9]=[C:8]([O:10][CH2:11][O:12][CH3:13])[CH:7]=[C:6]([O:14][CH2:15][O:16][CH3:17])[CH:5]=1.[H-].[H-].[H-].[H-].[Li+].[Al+3]. The catalyst is C1COCC1. The product is [CH3:13][O:12][CH2:11][O:10][C:8]1[CH:9]=[C:4]([CH2:3][OH:2])[CH:5]=[C:6]([O:14][CH2:15][O:16][CH3:17])[CH:7]=1. The yield is 0.760.